This data is from Reaction yield outcomes from USPTO patents with 853,638 reactions. The task is: Predict the reaction yield, written as a fraction of the theoretical maximum amount of product (1.0 means a 100% yield; for example, 0.34 means a 34% yield). The reactants are O[CH:2]([CH2:8][CH2:9][CH2:10][CH3:11])[C:3]([O:5][CH2:6][CH3:7])=[O:4].[Cl:12][C:13]1[CH:18]=[CH:17][C:16]([SH:19])=[CH:15][CH:14]=1.C1(P(C2C=CC=CC=2)C2C=CC=CC=2)C=CC=CC=1.N(C(OC(C)C)=O)=NC(OC(C)C)=O. The catalyst is C1COCC1. The product is [Cl:12][C:13]1[CH:18]=[CH:17][C:16]([S:19][CH:2]([CH2:8][CH2:9][CH2:10][CH3:11])[C:3]([O:5][CH2:6][CH3:7])=[O:4])=[CH:15][CH:14]=1. The yield is 0.350.